Dataset: Reaction yield outcomes from USPTO patents with 853,638 reactions. Task: Predict the reaction yield, written as a fraction of the theoretical maximum amount of product (1.0 means a 100% yield; for example, 0.34 means a 34% yield). (1) The reactants are [CH3:1][C:2]1[NH:6][C:5]2[CH:7]=[CH:8][CH:9]=[CH:10][C:4]=2[N:3]=1.[OH-].[Na+].[Cl:13][CH2:14][CH2:15][CH2:16]Br. The catalyst is [Br-].C([N+](CCCC)(CCCC)CCCC)CCC.ClCCl. The product is [Cl:13][CH2:14][CH2:15][CH2:16][N:3]1[C:4]2[CH:10]=[CH:9][CH:8]=[CH:7][C:5]=2[N:6]=[C:2]1[CH3:1]. The yield is 0.621. (2) The reactants are [F:1][C:2]([F:15])([F:14])[C:3]1[CH:12]=[C:11]2[C:6]([C:7]([SH:13])=[CH:8][CH:9]=[N:10]2)=[CH:5][CH:4]=1.[Cl:16][CH2:17][CH2:18][O:19][CH2:20][CH2:21]Cl.C([O-])([O-])=O.[Cs+].[Cs+].[Na+].[I-]. The catalyst is CCCC[N+](CCCC)(CCCC)CCCC.[Br-].O. The product is [Cl:16][CH2:17][CH2:18][O:19][CH2:20][CH2:21][S:13][C:7]1[C:6]2[C:11](=[CH:12][C:3]([C:2]([F:1])([F:14])[F:15])=[CH:4][CH:5]=2)[N:10]=[CH:9][CH:8]=1. The yield is 0.650. (3) The yield is 0.725. The product is [CH2:1]([C:3]1[CH:8]=[CH:7][CH:6]=[C:5]([CH3:9])[C:4]=1[C:26]([OH:25])=[O:22])[CH3:2]. The catalyst is [OH-].[Na+].CC([O-])=O.CC([O-])=O.[Pd+2].C1C=CC(P(C2C=CC=CC=2)CCCP(C2C=CC=CC=2)C2C=CC=CC=2)=CC=1.O. The reactants are [CH2:1]([C:3]1[CH:8]=[CH:7][CH:6]=[C:5]([CH3:9])[C:4]=1I)[CH3:2].C(#N)C.C(N(CC)CC)C.[C]=[O:22].C([O:25][CH2:26]C)C. (4) No catalyst specified. The reactants are C[N:2]1[C:15]2[C:6](=[CH:7][CH:8]=[C:9]3[C:14]=2[N:13]=[CH:12][CH:11]=[CH:10]3)[CH:5]=[CH:4][C:3]1=O.P(Cl)(Cl)([Cl:19])=O.P(Cl)(Cl)(Cl)(Cl)Cl. The yield is 0.750. The product is [Cl:19][C:3]1[CH:4]=[CH:5][C:6]2[C:15](=[C:14]3[C:9](=[CH:8][CH:7]=2)[CH:10]=[CH:11][CH:12]=[N:13]3)[N:2]=1. (5) The product is [F:35][C:36]1[CH:41]=[CH:40][C:39]([O:9][CH2:8][CH:7]([CH:10]2[CH2:15][CH2:14][NH:13][CH2:12][CH2:11]2)[C:1]2[CH:2]=[CH:3][CH:4]=[CH:5][CH:6]=2)=[CH:38][CH:37]=1. The yield is 0.630. The reactants are [C:1]1([CH:7]([CH:10]2[CH2:15][CH2:14][NH:13][CH2:12][CH2:11]2)[CH2:8][OH:9])[CH:6]=[CH:5][CH:4]=[CH:3][CH:2]=1.C1(P(C2C=CC=CC=2)C2C=CC=CC=2)C=CC=CC=1.[F:35][C:36]1[CH:41]=[CH:40][C:39](O)=[CH:38][CH:37]=1.CCOC(/N=N/C(OCC)=O)=O.Cl. The catalyst is C1COCC1.O.CO. (6) The reactants are [CH3:1][O:2][C:3](=[O:35])[CH2:4][C:5]1[CH:10]=[CH:9][C:8]([C:11]#[C:12][C:13]2[CH:22]=[C:21]([O:23][CH2:24][O:25][CH2:26][CH2:27][Si:28]([CH3:31])([CH3:30])[CH3:29])[C:20]3[C:19](=O)[CH2:18][CH2:17][C:16]([CH3:34])([CH3:33])[C:15]=3[CH:14]=2)=[CH:7][CH:6]=1.[CH:36]1([NH2:39])[CH2:38][CH2:37]1.[C:40]([BH3-])#N.[Na+].C(=O)([O-])[O-].[K+].[K+].CI. The catalyst is ClCCl.C(#N)C.O.C(=O)([O-])[O-].[Na+].[Na+].C(O)(=O)C. The product is [CH3:1][O:2][C:3](=[O:35])[CH2:4][C:5]1[CH:6]=[CH:7][C:8]([C:11]#[C:12][C:13]2[CH:22]=[C:21]([O:23][CH2:24][O:25][CH2:26][CH2:27][Si:28]([CH3:30])([CH3:31])[CH3:29])[C:20]3[CH:19]([N:39]([CH:36]4[CH2:38][CH2:37]4)[CH3:40])[CH2:18][CH2:17][C:16]([CH3:34])([CH3:33])[C:15]=3[CH:14]=2)=[CH:9][CH:10]=1. The yield is 0.630.